This data is from Choline transporter screen with 302,306 compounds. The task is: Binary Classification. Given a drug SMILES string, predict its activity (active/inactive) in a high-throughput screening assay against a specified biological target. (1) The compound is S(=O)(=O)(N(CC(=O)NCCC(C)C)C)c1c2nsnc2ccc1. The result is 0 (inactive). (2) The molecule is Clc1ccc(c2oc(c(c2)C(=O)NCc2ncccc2)C(F)(F)F)cc1. The result is 0 (inactive).